Task: Predict the product of the given reaction.. Dataset: Forward reaction prediction with 1.9M reactions from USPTO patents (1976-2016) (1) Given the reactants [Br:1][C:2]1[CH:10]=[CH:9][C:5]([C:6]([OH:8])=[O:7])=[C:4]([CH3:11])[CH:3]=1.C(Cl)(=O)C(Cl)=O.[CH2:18](O)[C:19]1[CH:24]=[CH:23][CH:22]=[CH:21][CH:20]=1.C(N(CC)CC)C, predict the reaction product. The product is: [Br:1][C:2]1[CH:10]=[CH:9][C:5]([C:6]([O:8][CH2:18][C:19]2[CH:24]=[CH:23][CH:22]=[CH:21][CH:20]=2)=[O:7])=[C:4]([CH3:11])[CH:3]=1. (2) Given the reactants [CH2:1]([Zn]CC)C.FC(F)(F)C(O)=O.ClCI.[Br:16][C:17]1[CH:22]=[CH:21][C:20]([O:23][CH:24]=[CH2:25])=[CH:19][CH:18]=1.Cl, predict the reaction product. The product is: [Br:16][C:17]1[CH:22]=[CH:21][C:20]([O:23][CH:24]2[CH2:1][CH2:25]2)=[CH:19][CH:18]=1. (3) Given the reactants [C:1]([O:5][C:6]([N:8]1[CH2:13][C@@H:12]([NH:14][S:15]([C:18]2[CH:23]=[CH:22][CH:21]=[CH:20][C:19]=2[N+:24]([O-:26])=[O:25])(=[O:17])=[O:16])[CH2:11][C@@H:10]([C:27](=[O:47])[N:28]([CH:44]2[CH2:46][CH2:45]2)[CH2:29][C:30]2[C:38]3[C:33](=[CH:34][CH:35]=[CH:36][CH:37]=3)[N:32]([CH2:39][CH2:40][CH2:41][O:42][CH3:43])[CH:31]=2)[CH2:9]1)=[O:7])([CH3:4])([CH3:3])[CH3:2].O[CH2:49][CH2:50][N:51]1[C:59](=[O:60])[C:58]2[C:53](=[CH:54][CH:55]=[CH:56][CH:57]=2)[C:52]1=[O:61].C1C=CC(P(C2C=CC=CC=2)C2C=CC=CC=2)=CC=1.CCOC(/N=N/C(OCC)=O)=O, predict the reaction product. The product is: [C:1]([O:5][C:6]([N:8]1[CH2:13][C@@H:12]([N:14]([CH2:49][CH2:50][N:51]2[C:52](=[O:61])[C:53]3[C:58](=[CH:57][CH:56]=[CH:55][CH:54]=3)[C:59]2=[O:60])[S:15]([C:18]2[CH:23]=[CH:22][CH:21]=[CH:20][C:19]=2[N+:24]([O-:26])=[O:25])(=[O:17])=[O:16])[CH2:11][C@@H:10]([C:27](=[O:47])[N:28]([CH:44]2[CH2:46][CH2:45]2)[CH2:29][C:30]2[C:38]3[C:33](=[CH:34][CH:35]=[CH:36][CH:37]=3)[N:32]([CH2:39][CH2:40][CH2:41][O:42][CH3:43])[CH:31]=2)[CH2:9]1)=[O:7])([CH3:4])([CH3:2])[CH3:3]. (4) Given the reactants C(O[CH:4](OCC)[CH2:5][CH2:6]CCC)C.C([SiH](CC)CC)C.[F:20][C:21]([F:34])([F:33])[S:22]([CH2:25][S:26]([C:29]([F:32])([F:31])[F:30])(=[O:28])=[O:27])(=[O:24])=[O:23].[C:35]1(C)[CH:40]=CC=C[CH:36]=1, predict the reaction product. The product is: [F:31][C:29]([F:32])([F:30])[S:26]([C:25]([S:22]([C:21]([F:20])([F:33])[F:34])(=[O:23])=[O:24])([CH2:36][CH2:35][CH3:40])[CH2:4][CH2:5][CH3:6])(=[O:27])=[O:28]. (5) Given the reactants [O:1]1[CH2:6][CH2:5][CH:4]([CH2:7][OH:8])[CH2:3][CH2:2]1.[C:9]1([CH3:19])[CH:14]=[CH:13][C:12]([S:15](Cl)(=[O:17])=[O:16])=[CH:11][CH:10]=1.C(N(CC)CC)C, predict the reaction product. The product is: [O:1]1[CH2:6][CH2:5][CH:4]([CH2:7][O:8][S:15]([C:12]2[CH:13]=[CH:14][C:9]([CH3:19])=[CH:10][CH:11]=2)(=[O:17])=[O:16])[CH2:3][CH2:2]1. (6) The product is: [CH:1]1([C:4]2[N:8]([CH2:9][C:10]3[C:15]([F:16])=[CH:14][C:13]([O:17][CH2:18][CH3:19])=[CH:12][C:11]=3[F:20])[N:7]=[C:6]([C:21]3[N:26]=[C:25]([NH:27][C:28]4[CH:29]=[CH:30][N:31]=[CH:32][CH:33]=4)[C:24]([O:34][CH2:35][CH2:36][CH2:37][S:38]([CH3:39])=[O:49])=[CH:23][N:22]=3)[C:5]=2[CH3:40])[CH2:3][CH2:2]1. Given the reactants [CH:1]1([C:4]2[N:8]([CH2:9][C:10]3[C:15]([F:16])=[CH:14][C:13]([O:17][CH2:18][CH3:19])=[CH:12][C:11]=3[F:20])[N:7]=[C:6]([C:21]3[N:26]=[C:25]([NH:27][C:28]4[CH:33]=[CH:32][N:31]=[CH:30][CH:29]=4)[C:24]([O:34][CH2:35][CH2:36][CH2:37][S:38][CH3:39])=[CH:23][N:22]=3)[C:5]=2[CH3:40])[CH2:3][CH2:2]1.ClC1C=C(C(OO)=[O:49])C=CC=1.S([O-])([O-])(=O)=S.[Na+].[Na+], predict the reaction product. (7) Given the reactants [Cl:1][C:2]1[CH:7]=[CH:6][C:5]([C:8]2[C:17](=[O:18])[C:16]3[C:11](=[C:12]([O:27][CH3:28])[C:13](OS(C(F)(F)F)(=O)=O)=[CH:14][CH:15]=3)[O:10][C:9]=2[CH:29]([CH3:31])[CH3:30])=[CH:4][CH:3]=1.CC(C)([O-])C.[Na+].[C:38](=[NH:51])([C:45]1[CH:50]=[CH:49][CH:48]=[CH:47][CH:46]=1)[C:39]1[CH:44]=[CH:43][CH:42]=[CH:41][CH:40]=1, predict the reaction product. The product is: [C:38](=[N:51][C:13]1[C:12]([O:27][CH3:28])=[C:11]2[C:16]([C:17](=[O:18])[C:8]([C:5]3[CH:6]=[CH:7][C:2]([Cl:1])=[CH:3][CH:4]=3)=[C:9]([CH:29]([CH3:30])[CH3:31])[O:10]2)=[CH:15][CH:14]=1)([C:45]1[CH:46]=[CH:47][CH:48]=[CH:49][CH:50]=1)[C:39]1[CH:44]=[CH:43][CH:42]=[CH:41][CH:40]=1. (8) Given the reactants [BH4-].[Na+].[C:3]([C:6]1[CH:10]=[C:9]([C:11]([NH:13][C@@H:14]([CH3:30])[CH2:15][N:16]2[CH:20]=[CH:19][C:18]([C:21]3[CH:26]=[CH:25][C:24]([C:27]#[N:28])=[C:23]([Cl:29])[CH:22]=3)=[N:17]2)=[O:12])[NH:8][N:7]=1)(=[O:5])[CH3:4].Cl.O, predict the reaction product. The product is: [Cl:29][C:23]1[CH:22]=[C:21]([C:18]2[CH:19]=[CH:20][N:16]([CH2:15][C@@H:14]([NH:13][C:11]([C:9]3[CH:10]=[C:6]([CH:3]([OH:5])[CH3:4])[NH:7][N:8]=3)=[O:12])[CH3:30])[N:17]=2)[CH:26]=[CH:25][C:24]=1[C:27]#[N:28]. (9) The product is: [Br:11][CH2:1][C:2]1[C:9]([Cl:10])=[CH:8][CH:7]=[CH:6][C:3]=1[C:4]#[N:5]. Given the reactants [CH3:1][C:2]1[C:9]([Cl:10])=[CH:8][CH:7]=[CH:6][C:3]=1[C:4]#[N:5].[Br:11]N1C(=O)CCC1=O, predict the reaction product. (10) Given the reactants Br[C:2]1[CH:7]=[CH:6][C:5]([N:8]2[C@@H:12]([C:13]3[CH:18]=[CH:17][CH:16]=[CH:15][CH:14]=3)[C:11]([CH3:20])([CH3:19])[O:10][C:9]2=[O:21])=[CH:4][CH:3]=1.[NH:22]1[C:26]2[CH:27]=[CH:28][CH:29]=[CH:30][C:25]=2[N:24]=[N:23]1.CC1C=NC2C(C=1C)=CC=C1C=2N=CC(C)=C1C.C(=O)([O-])[O-].[Cs+].[Cs+], predict the reaction product. The product is: [N:22]1([C:2]2[CH:7]=[CH:6][C:5]([N:8]3[C@@H:12]([C:13]4[CH:18]=[CH:17][CH:16]=[CH:15][CH:14]=4)[C:11]([CH3:20])([CH3:19])[O:10][C:9]3=[O:21])=[CH:4][CH:3]=2)[C:26]2[CH:27]=[CH:28][CH:29]=[CH:30][C:25]=2[N:24]=[N:23]1.